Dataset: Peptide-MHC class I binding affinity with 185,985 pairs from IEDB/IMGT. Task: Regression. Given a peptide amino acid sequence and an MHC pseudo amino acid sequence, predict their binding affinity value. This is MHC class I binding data. (1) The peptide sequence is YRSGIIAVV. The MHC is HLA-B51:01 with pseudo-sequence HLA-B51:01. The binding affinity (normalized) is 0. (2) The binding affinity (normalized) is 0.0847. The MHC is HLA-C05:01 with pseudo-sequence HLA-C05:01. The peptide sequence is FVDVIIIKV. (3) The peptide sequence is DKLVDPINY. The MHC is HLA-A02:03 with pseudo-sequence HLA-A02:03. The binding affinity (normalized) is 0.0311. (4) The peptide sequence is MIPLLFILF. The MHC is Mamu-A01 with pseudo-sequence Mamu-A01. The binding affinity (normalized) is 0.911. (5) The peptide sequence is QKEEAAICGQMDLS. The MHC is HLA-A02:01 with pseudo-sequence HLA-A02:01. The binding affinity (normalized) is 0.00904. (6) The MHC is HLA-A02:01 with pseudo-sequence HLA-A02:01. The binding affinity (normalized) is 0. The peptide sequence is WVIILFQKA. (7) The peptide sequence is MVVKVNAAL. The MHC is BoLA-T2C with pseudo-sequence BoLA-T2C. The binding affinity (normalized) is 0.617.